The task is: Predict the reactants needed to synthesize the given product.. This data is from Full USPTO retrosynthesis dataset with 1.9M reactions from patents (1976-2016). (1) Given the product [OH:1][C:2]1[C:11]2[C:10](=[O:12])[O:9][C:8]([CH3:13])([CH3:14])[O:7][C:6]=2[CH:5]=[C:4]([O:15][CH3:18])[CH:3]=1, predict the reactants needed to synthesize it. The reactants are: [OH:1][C:2]1[C:11]2[C:10](=[O:12])[O:9][C:8]([CH3:14])([CH3:13])[O:7][C:6]=2[CH:5]=[C:4]([OH:15])[CH:3]=1.CO.[C:18]1(P(C2C=CC=CC=2)C2C=CC=CC=2)C=CC=CC=1.CCOC(/N=N/C(OCC)=O)=O. (2) Given the product [NH2:9][CH2:8][C@@H:3]1[C@H:2]([CH3:1])[CH2:7][CH2:6][CH2:5][N:4]1[C:23]([C:21]1[N:22]=[C:18]([CH3:17])[S:19][C:20]=1[C:26]1[CH:27]=[CH:28][CH:29]=[CH:30][CH:31]=1)=[O:24], predict the reactants needed to synthesize it. The reactants are: [CH3:1][C@@H:2]1[CH2:7][CH2:6][CH2:5][NH:4][C@@H:3]1[CH2:8][NH:9]C(=O)OC(C)(C)C.[CH3:17][C:18]1[S:19][C:20]([C:26]2[CH:31]=[CH:30][CH:29]=[CH:28][CH:27]=2)=[C:21]([C:23](O)=[O:24])[N:22]=1.